This data is from Full USPTO retrosynthesis dataset with 1.9M reactions from patents (1976-2016). The task is: Predict the reactants needed to synthesize the given product. (1) Given the product [F:55][C:27]1[CH:28]=[C:29]([O:30][C:31]2[CH:36]=[CH:35][N:34]=[C:33]([NH:37][C:38]([N:40]3[CH2:45][CH2:44][CH:43]([N:46]4[CH2:47][CH2:48][N:49]([CH3:52])[CH2:50][CH2:51]4)[CH2:42][CH2:41]3)=[O:39])[CH:32]=2)[CH:53]=[CH:54][C:26]=1[NH:25][C:69]([C:66]1([C:64]([NH:63][C:60]2[CH:61]=[CH:62][C:57]([F:56])=[CH:58][CH:59]=2)=[O:65])[CH2:68][CH2:67]1)=[O:70], predict the reactants needed to synthesize it. The reactants are: F[P-](F)(F)(F)(F)F.N1(OC(N(C)C)=[N+](C)C)C2N=CC=CC=2N=N1.[NH2:25][C:26]1[CH:54]=[CH:53][C:29]([O:30][C:31]2[CH:36]=[CH:35][N:34]=[C:33]([NH:37][C:38]([N:40]3[CH2:45][CH2:44][CH:43]([N:46]4[CH2:51][CH2:50][N:49]([CH3:52])[CH2:48][CH2:47]4)[CH2:42][CH2:41]3)=[O:39])[CH:32]=2)=[CH:28][C:27]=1[F:55].[F:56][C:57]1[CH:62]=[CH:61][C:60]([NH:63][C:64]([C:66]2([C:69](O)=[O:70])[CH2:68][CH2:67]2)=[O:65])=[CH:59][CH:58]=1.[OH-].[Na+]. (2) Given the product [CH3:9][N:10]([CH3:11])[C:2]1[CH:7]=[CH:6][N:5]=[C:4]([NH2:8])[N:3]=1, predict the reactants needed to synthesize it. The reactants are: Cl[C:2]1[CH:7]=[CH:6][N:5]=[C:4]([NH2:8])[N:3]=1.[CH3:9][NH:10][CH3:11]. (3) Given the product [F:16][C:17]1[CH:22]=[C:21]([CH:23]([CH3:27])[C:24]([NH:2][C@H:3]([CH3:15])[C:4]([NH:6][OH:7])=[O:5])=[O:26])[CH:20]=[CH:19][C:18]=1[C:28]1[CH:33]=[CH:32][CH:31]=[CH:30][CH:29]=1, predict the reactants needed to synthesize it. The reactants are: Cl.[NH2:2][C@H:3]([CH3:15])[C:4]([NH:6][O:7]CC1C=CC=CC=1)=[O:5].[F:16][C:17]1[CH:22]=[C:21]([CH:23]([CH3:27])[C:24]([OH:26])=O)[CH:20]=[CH:19][C:18]=1[C:28]1[CH:33]=[CH:32][CH:31]=[CH:30][CH:29]=1. (4) Given the product [O:19]1[C:20]2[CH:26]=[CH:25][CH:24]=[CH:23][C:21]=2[N:22]=[C:18]1[C:13]1[CH:12]=[C:11]([NH2:10])[CH:16]=[C:15]([Br:17])[CH:14]=1, predict the reactants needed to synthesize it. The reactants are: C(OC(=O)[NH:10][C:11]1[CH:16]=[C:15]([Br:17])[CH:14]=[C:13]([C:18]2[O:19][C:20]3[CH:26]=[CH:25][CH:24]=[CH:23][C:21]=3[N:22]=2)[CH:12]=1)C1C=CC=CC=1.B(F)(F)F.CCOCC.CSC. (5) The reactants are: Br[C:2]1[CH:7]=[CH:6][CH:5]=[CH:4][C:3]=1[CH2:8][CH2:9][S:10]([NH:13][C:14]1[CH:19]=[CH:18][CH:17]=[CH:16][C:15]=1[F:20])(=[O:12])=[O:11].C([O-])(=O)C.[Cs+]. Given the product [F:20][C:15]1[CH:16]=[CH:17][CH:18]=[CH:19][C:14]=1[N:13]1[C:2]2[CH:7]=[CH:6][CH:5]=[CH:4][C:3]=2[CH2:8][CH2:9][S:10]1(=[O:12])=[O:11], predict the reactants needed to synthesize it. (6) Given the product [F:17][C:16]([F:19])([F:18])[C:77]([OH:78])=[O:30].[F:17][C:16]([F:19])([F:18])[C:77]([OH:78])=[O:30].[CH3:1][C:2]1[N:3]=[CH:4][N:5]([C:7]2[CH:8]=[C:9]([CH:13]=[C:14]([C:16]([F:19])([F:18])[F:17])[CH:15]=2)[C:10]([NH:58][C:57]2[CH:59]=[CH:60][C:54]([CH3:53])=[C:55]([C:61]3[CH:69]=[C:68]4[C:64]([C:65]5[CH:73]=[N:72][CH:71]=[N:70][C:66]=5[NH:67]4)=[CH:63][CH:62]=3)[CH:56]=2)=[O:12])[CH:6]=1, predict the reactants needed to synthesize it. The reactants are: [CH3:1][C:2]1[N:3]=[CH:4][N:5]([C:7]2[CH:8]=[C:9]([CH:13]=[C:14]([C:16]([F:19])([F:18])[F:17])[CH:15]=2)[C:10]([OH:12])=O)[CH:6]=1.F[P-](F)(F)(F)(F)F.C[N+](C)=C(N(C)C)[O:30]N1C2N=CC=CC=2N=N1.C(N(CC)C(C)C)(C)C.[CH3:53][C:54]1[CH:60]=[CH:59][C:57]([NH2:58])=[CH:56][C:55]=1[C:61]1[CH:69]=[C:68]2[C:64]([C:65]3[CH:73]=[N:72][CH:71]=[N:70][C:66]=3[NH:67]2)=[CH:63][CH:62]=1.CN([CH:77]=[O:78])C. (7) Given the product [CH:36]1([C:39]([NH:1][C:2]2[CH:3]=[C:4]([C:8]3[O:9][C:10]([CH3:28])=[C:11]([C:13]([N:15]([CH2:23][C:24]([O:26][CH3:27])=[O:25])[CH2:16][C:17]4[CH:22]=[CH:21][CH:20]=[CH:19][N:18]=4)=[O:14])[N:12]=3)[CH:5]=[CH:6][CH:7]=2)=[O:40])[CH2:38][CH2:37]1, predict the reactants needed to synthesize it. The reactants are: [NH2:1][C:2]1[CH:3]=[C:4]([C:8]2[O:9][C:10]([CH3:28])=[C:11]([C:13]([N:15]([CH2:23][C:24]([O:26][CH3:27])=[O:25])[CH2:16][C:17]3[CH:22]=[CH:21][CH:20]=[CH:19][N:18]=3)=[O:14])[N:12]=2)[CH:5]=[CH:6][CH:7]=1.C(N(CC)CC)C.[CH:36]1([C:39](Cl)=[O:40])[CH2:38][CH2:37]1. (8) The reactants are: [F:1][C:2]([F:31])([F:30])[C:3]1[CH:4]=[CH:5][CH:6]=[C:7]2[C:12]=1[O:11][CH2:10][CH2:9][CH:8]2[NH:13][C:14]([NH:16][C:17]1[CH:25]=[CH:24][CH:23]=[C:22]2[C:18]=1[CH:19]=[N:20][N:21]2C(OC)=O)=[O:15].[OH-].[Na+]. Given the product [NH:21]1[C:22]2[C:18](=[C:17]([NH:16][C:14]([NH:13][CH:8]3[C:7]4[C:12](=[C:3]([C:2]([F:1])([F:31])[F:30])[CH:4]=[CH:5][CH:6]=4)[O:11][CH2:10][CH2:9]3)=[O:15])[CH:25]=[CH:24][CH:23]=2)[CH:19]=[N:20]1, predict the reactants needed to synthesize it. (9) Given the product [CH3:46][N:43]1[C:24]2=[N:25][C:26]([C:33]3[CH:38]=[CH:37][CH:36]=[C:35]([C:39]([F:42])([F:40])[F:41])[CH:34]=3)=[C:27]3[C:28](=[O:29])[N:13]([C:10]4[CH:9]=[CH:8][C:7]([S:4]([NH2:3])(=[O:6])=[O:5])=[CH:12][CH:11]=4)[NH:14][C:22]3=[C:23]2[CH:45]=[N:44]1, predict the reactants needed to synthesize it. The reactants are: Cl.Cl.[NH2:3][S:4]([C:7]1[CH:12]=[CH:11][C:10]([NH:13][NH2:14])=[CH:9][CH:8]=1)(=[O:6])=[O:5].O(C(C)(C)C)[Na].Cl[C:22]1[C:27]([C:28](OCC)=[O:29])=[C:26]([C:33]2[CH:38]=[CH:37][CH:36]=[C:35]([C:39]([F:42])([F:41])[F:40])[CH:34]=2)[N:25]=[C:24]2[N:43]([CH3:46])[N:44]=[CH:45][C:23]=12.